The task is: Predict the product of the given reaction.. This data is from Forward reaction prediction with 1.9M reactions from USPTO patents (1976-2016). (1) Given the reactants [C:1]([O-:4])(=[O:3])[CH3:2].[Na+:5].[OH:6][C:7]1[CH:20]=[C:19](O)[C:18]2[C:22]3=[C:23]4[C:11](=[C:12]([S:28]([O-:31])(=[O:30])=[O:29])[CH:13]=[C:14]([S:24]([O-:27])(=[O:26])=[O:25])[C:15]4=[CH:16][CH:17]=2)[CH:10]=[CH:9][C:8]=13.[Na+].[Na+].[C:34](OC(=O)C)(=[O:36])[CH3:35], predict the reaction product. The product is: [Na+:5].[C:1]([O:4][C:19]1[CH:20]=[C:7]([O:6][C:34](=[O:36])[CH3:35])[C:8]2[C:22]3=[C:23]4[C:15](=[C:14]([S:24]([O-:27])(=[O:25])=[O:26])[CH:13]=[C:12]([S:28]([O-:31])(=[O:29])=[O:30])[C:11]4=[CH:10][CH:9]=2)[CH:16]=[CH:17][C:18]=13)(=[O:3])[CH3:2].[Na+:5]. (2) Given the reactants [C:1]1([C:7]2[N:24]=[C:23](Cl)[C:22]3[C:9](=[CH:10][C:11]4[C:20]([CH:21]=3)=[CH:19][C:18]3[C:13](=[C:14](Cl)[N:15]=[C:16]([C:26]5[CH:31]=[CH:30][CH:29]=[CH:28][CH:27]=5)[CH:17]=3)[CH:12]=4)[CH:8]=2)[CH:6]=[CH:5][CH:4]=[CH:3][CH:2]=1.C1OCCOCCOCCOCCOCCOC1.[C-:51]#[N:52].[K+].C[N:55]([CH:57]=O)C, predict the reaction product. The product is: [C:1]1([C:7]2[N:24]=[C:23]([C:51]#[N:52])[C:22]3[C:9](=[CH:10][C:11]4[C:20]([CH:21]=3)=[CH:19][C:18]3[C:13](=[C:14]([C:57]#[N:55])[N:15]=[C:16]([C:26]5[CH:31]=[CH:30][CH:29]=[CH:28][CH:27]=5)[CH:17]=3)[CH:12]=4)[CH:8]=2)[CH:6]=[CH:5][CH:4]=[CH:3][CH:2]=1.